Dataset: Forward reaction prediction with 1.9M reactions from USPTO patents (1976-2016). Task: Predict the product of the given reaction. (1) Given the reactants [CH3:1][C:2]([S:9]([CH3:12])(=[O:11])=[O:10])([CH2:5][CH2:6][CH:7]=[CH2:8])[C:3]#[N:4].CCCCCCC.[F:20][C:21]1[CH:26]=[CH:25][C:24]([N+:27]([O-:29])=[O:28])=[CH:23][C:22]=1/[C:30](=[N:32]/[S@@:33]([C:35]([CH3:38])([CH3:37])[CH3:36])=[O:34])/[CH3:31], predict the reaction product. The product is: [C:3]([C:2]([S:9]([CH2:12][C@:30]([NH:32][S@@:33]([C:35]([CH3:36])([CH3:38])[CH3:37])=[O:34])([C:22]1[CH:23]=[C:24]([N+:27]([O-:29])=[O:28])[CH:25]=[CH:26][C:21]=1[F:20])[CH3:31])(=[O:10])=[O:11])([CH2:5][CH2:6][CH:7]=[CH2:8])[CH3:1])#[N:4]. (2) Given the reactants C(O)C.Br[CH2:5][CH2:6][CH2:7][CH2:8][CH2:9][O:10][C:11]1[CH:16]=[C:15]([S:17][CH2:18][C:19]([F:22])([F:21])[F:20])[C:14]([Cl:23])=[CH:13][C:12]=1[F:24].[S-:25][C:26]#[N:27].[K+].CCCCCC, predict the reaction product. The product is: [S:25]([CH2:5][CH2:6][CH2:7][CH2:8][CH2:9][O:10][C:11]1[CH:16]=[C:15]([S:17][CH2:18][C:19]([F:22])([F:21])[F:20])[C:14]([Cl:23])=[CH:13][C:12]=1[F:24])[C:26]#[N:27]. (3) Given the reactants C(OC([N:8]1[CH2:17][CH2:16][C:15]2[N:14]=[CH:13][C:12]([NH:18][C:19]3[N:28]=[C:27]4[C:22]([C:23](=[O:40])[N:24]([C:32]5[C:37]([F:38])=[CH:36][CH:35]=[CH:34][C:33]=5[Cl:39])[C:25]5[N:26]4[CH:29]=[CH:30][N:31]=5)=[CH:21][N:20]=3)=[CH:11][C:10]=2[CH2:9]1)=O)(C)(C)C.[F:41][C:42]([F:47])([F:46])[C:43]([OH:45])=[O:44], predict the reaction product. The product is: [Cl:39][C:33]1[CH:34]=[CH:35][CH:36]=[C:37]([F:38])[C:32]=1[N:24]1[C:23](=[O:40])[C:22]2[CH:21]=[N:20][C:19]([NH:18][C:12]3[CH:13]=[N:14][C:15]4[CH2:16][CH2:17][NH:8][CH2:9][C:10]=4[CH:11]=3)=[N:28][C:27]=2[N:26]2[CH:29]=[CH:30][N:31]=[C:25]12.[F:41][C:42]([F:47])([F:46])[C:43]([OH:45])=[O:44].